Dataset: Full USPTO retrosynthesis dataset with 1.9M reactions from patents (1976-2016). Task: Predict the reactants needed to synthesize the given product. (1) Given the product [NH2:22][CH:14]([C:15]1[CH:20]=[CH:19][C:18]([CH3:21])=[CH:17][N:16]=1)[CH:12]1[CH2:13][CH:10]([N:9]([CH3:30])[CH3:8])[CH2:11]1, predict the reactants needed to synthesize it. The reactants are: FC(F)(F)C(O)=O.[CH3:8][N:9]([CH3:30])[CH:10]1[CH2:13][CH:12]([CH:14]([NH:22]C(=O)OC(C)(C)C)[C:15]2[CH:20]=[CH:19][C:18]([CH3:21])=[CH:17][N:16]=2)[CH2:11]1. (2) Given the product [CH3:6][C:7]1([CH2:8][OH:9])[CH2:1][CH:10]1[C:11]1[CH:12]=[CH:13][C:14]([CH3:17])=[CH:15][CH:16]=1, predict the reactants needed to synthesize it. The reactants are: [CH2:1]([Li])CCC.[CH3:6]/[C:7](=[CH:10]\[C:11]1[CH:16]=[CH:15][C:14]([CH3:17])=[CH:13][CH:12]=1)/[CH2:8][OH:9].BrCBr.C([Mg]Cl)(C)(C)C.[Cl-].[NH4+]. (3) The reactants are: [CH2:1]([N:5]1[CH:21]=[C:8]2[C:9]3[N:10]([N:13]=[C:14]([C:16]4[O:17][CH:18]=[CH:19][CH:20]=4)[N:15]=3)[CH:11]=[N:12][C:7]2=[N:6]1)[CH2:2][CH2:3]C.[K+].[Br-]. Given the product [CH2:1]([N:5]1[CH:21]=[C:8]2[C:9]3[N:10]([N:13]=[C:14]([C:16]4[O:17][CH:18]=[CH:19][CH:20]=4)[N:15]=3)[CH:11]=[N:12][C:7]2=[N:6]1)[CH2:2][CH3:3], predict the reactants needed to synthesize it.